This data is from Full USPTO retrosynthesis dataset with 1.9M reactions from patents (1976-2016). The task is: Predict the reactants needed to synthesize the given product. (1) Given the product [C:1]([N:27]1[CH2:26][CH2:25][N:24]([C:14]2[N:15]=[C:16]([N:18]3[CH2:19][CH2:20][O:21][CH2:22][CH2:23]3)[N:17]=[C:12]([N:11]3[C:10]4[CH:30]=[CH:31][CH:32]=[CH:33][C:9]=4[N:8]=[C:7]3[CH:6]([F:34])[F:5])[N:13]=2)[CH2:29][CH2:28]1)(=[O:3])[CH3:2], predict the reactants needed to synthesize it. The reactants are: [C:1](Cl)(=[O:3])[CH3:2].[F:5][CH:6]([F:34])[C:7]1[N:11]([C:12]2[N:17]=[C:16]([N:18]3[CH2:23][CH2:22][O:21][CH2:20][CH2:19]3)[N:15]=[C:14]([N:24]3[CH2:29][CH2:28][NH:27][CH2:26][CH2:25]3)[N:13]=2)[C:10]2[CH:30]=[CH:31][CH:32]=[CH:33][C:9]=2[N:8]=1.C1COCC1. (2) The reactants are: Br[CH2:2][CH2:3][C:4]1[S:5][CH:6]=[CH:7][C:8]=1[CH2:9]Br.[CH3:11][O:12][C:13]([CH2:15][NH:16]C1C(Cl)=CC=CC=1)=[O:14].[ClH:24].C(N(C(C)C)CC)(C)C.[CH3:34][CH2:35][CH2:36][CH2:37][CH2:38][CH3:39]. Given the product [Cl:24][C:36]1[CH:35]=[CH:34][CH:39]=[CH:38][C:37]=1[C@H:15]([N:16]1[CH2:2][CH2:3][C:4]2[S:5][CH:6]=[CH:7][C:8]=2[CH2:9]1)[C:13]([O:12][CH3:11])=[O:14], predict the reactants needed to synthesize it. (3) Given the product [CH3:13][O:12][C:8]1[CH:7]=[C:6]2[C:11](=[CH:10][CH:9]=1)[C:2]([C:25]1[CH:26]=[CH:27][C:22]([C:21]([F:32])([F:31])[F:20])=[CH:23][CH:24]=1)=[N:3][C:4]([NH:14][C:15]1[CH:19]=[CH:18][NH:17][N:16]=1)=[CH:5]2, predict the reactants needed to synthesize it. The reactants are: Cl[C:2]1[C:11]2[C:6](=[CH:7][C:8]([O:12][CH3:13])=[CH:9][CH:10]=2)[CH:5]=[C:4]([NH:14][C:15]2[CH:19]=[CH:18][NH:17][N:16]=2)[N:3]=1.[F:20][C:21]([F:32])([F:31])[C:22]1[CH:27]=[CH:26][C:25](B(O)O)=[CH:24][CH:23]=1. (4) Given the product [CH2:21]([O:28][C:29]1[CH:34]=[CH:33][CH:32]=[CH:31][C:30]=1[C:35]1([NH:39][C:2]2[C:3](=[O:20])[N:4]([C:9]3[CH:10]=[C:11]([CH:16]=[CH:17][C:18]=3[CH3:19])[C:12]([O:14][CH3:15])=[O:13])[CH:5]=[C:6]([Br:8])[N:7]=2)[CH2:38][CH2:37][CH2:36]1)[C:22]1[CH:23]=[CH:24][CH:25]=[CH:26][CH:27]=1, predict the reactants needed to synthesize it. The reactants are: Br[C:2]1[C:3](=[O:20])[N:4]([C:9]2[CH:10]=[C:11]([CH:16]=[CH:17][C:18]=2[CH3:19])[C:12]([O:14][CH3:15])=[O:13])[CH:5]=[C:6]([Br:8])[N:7]=1.[CH2:21]([O:28][C:29]1[CH:34]=[CH:33][CH:32]=[CH:31][C:30]=1[C:35]1([NH2:39])[CH2:38][CH2:37][CH2:36]1)[C:22]1[CH:27]=[CH:26][CH:25]=[CH:24][CH:23]=1.C(N(CC)C(C)C)(C)C. (5) Given the product [CH2:1]([O:3][C:4]([C:6]1[C:7](=[O:29])[C:8]2[CH:13]=[N:12][C:11]([NH:40][C:36]3[CH:37]=[CH:38][CH:39]=[C:34]([CH2:33][N:31]([CH3:32])[CH3:30])[CH:35]=3)=[N:10][C:9]=2[N:18]([C:20]2[CH:21]=[C:22]3[C:26](=[CH:27][CH:28]=2)[CH2:25][CH2:24][CH2:23]3)[CH:19]=1)=[O:5])[CH3:2], predict the reactants needed to synthesize it. The reactants are: [CH2:1]([O:3][C:4]([C:6]1[C:7](=[O:29])[C:8]2[CH:13]=[N:12][C:11](S(C)(=O)=O)=[N:10][C:9]=2[N:18]([C:20]2[CH:21]=[C:22]3[C:26](=[CH:27][CH:28]=2)[CH2:25][CH2:24][CH2:23]3)[CH:19]=1)=[O:5])[CH3:2].[CH3:30][N:31]([CH2:33][C:34]1[CH:35]=[C:36]([NH2:40])[CH:37]=[CH:38][CH:39]=1)[CH3:32]. (6) The reactants are: [Cl:1][C:2]1[C:3]([O:40]C)=[N:4][CH:5]=[C:6]([Cl:39])[C:7]=1[CH2:8][CH2:9][N:10]([CH2:34][C:35]([CH3:38])([CH3:37])[CH3:36])[C:11]([C:13]1[CH:14]=[N:15][N:16]([C@H:22]2[CH2:27][CH2:26][C@H:25]([C:28]([O:30]CC)=[O:29])[C@H:24]([CH3:33])[CH2:23]2)[C:17]=1[C:18]([F:21])([F:20])[F:19])=[O:12].Cl. Given the product [Cl:1][C:2]1[C:3](=[O:40])[NH:4][CH:5]=[C:6]([Cl:39])[C:7]=1[CH2:8][CH2:9][N:10]([CH2:34][C:35]([CH3:37])([CH3:36])[CH3:38])[C:11]([C:13]1[CH:14]=[N:15][N:16]([C@H:22]2[CH2:27][CH2:26][C@H:25]([C:28]([OH:30])=[O:29])[C@H:24]([CH3:33])[CH2:23]2)[C:17]=1[C:18]([F:21])([F:20])[F:19])=[O:12], predict the reactants needed to synthesize it. (7) Given the product [C:10]([C:9]1[CH:12]=[C:5]([CH:6]=[CH:7][C:8]=1[O:13][C:14]1[CH:19]=[CH:18][N:17]=[C:16]([C:20]([F:23])([F:21])[F:22])[CH:15]=1)[CH2:4][O:3][C:25]1[CH:26]=[C:27]2[N:34]([C:35]([O:37][C:38]([CH3:41])([CH3:40])[CH3:39])=[O:36])[CH2:33][CH2:32][N:28]2[C:29](=[O:31])[N:30]=1)#[N:11], predict the reactants needed to synthesize it. The reactants are: [H-].[Na+].[OH:3][CH2:4][C:5]1[CH:6]=[CH:7][C:8]([O:13][C:14]2[CH:19]=[CH:18][N:17]=[C:16]([C:20]([F:23])([F:22])[F:21])[CH:15]=2)=[C:9]([CH:12]=1)[C:10]#[N:11].Cl[C:25]1[CH:26]=[C:27]2[N:34]([C:35]([O:37][C:38]([CH3:41])([CH3:40])[CH3:39])=[O:36])[CH2:33][CH2:32][N:28]2[C:29](=[O:31])[N:30]=1. (8) Given the product [F:1][C:2]1[CH:3]=[CH:4][C:5]([NH:8][C:9]([C:11]2[C:15]([NH:16][C:19](=[O:20])[C:18]([F:29])([F:28])[F:17])=[CH:14][NH:13][N:12]=2)=[O:10])=[CH:6][CH:7]=1, predict the reactants needed to synthesize it. The reactants are: [F:1][C:2]1[CH:7]=[CH:6][C:5]([NH:8][C:9]([C:11]2[C:15]([NH2:16])=[CH:14][NH:13][N:12]=2)=[O:10])=[CH:4][CH:3]=1.[F:17][C:18]([F:29])([F:28])[C:19](O[C:19](=[O:20])[C:18]([F:29])([F:28])[F:17])=[O:20]. (9) Given the product [CH:5]1[C:6]2[C:7](=[CH:8][C:16]3[C:23]([CH:11]=2)=[CH:22][CH:20]=[CH:19][CH:18]=3)[CH:2]=[CH:3][CH:4]=1, predict the reactants needed to synthesize it. The reactants are: F[C:2]1[C:3](F)=[C:4](F)[C:5](F)=[C:6]2[C:11](=O)O[C:8](=O)[C:7]=12.[C:16]1([CH:23]=[CH:22][C:20](O)=[CH:19][CH:18]=1)O.